Dataset: Catalyst prediction with 721,799 reactions and 888 catalyst types from USPTO. Task: Predict which catalyst facilitates the given reaction. Reactant: Br[CH2:2][C:3]([NH:5][C:6]1[C:7]([S:15][CH3:16])=[N:8][C:9]([CH3:14])=[CH:10][C:11]=1[S:12][CH3:13])=[O:4].[OH:17][CH2:18][CH2:19][N:20]1[CH2:25][CH2:24][NH:23][CH2:22][CH2:21]1.C(=O)([O-])[O-].[K+].[K+]. Product: [OH:17][CH2:18][CH2:19][N:20]1[CH2:25][CH2:24][N:23]([CH2:2][C:3]([NH:5][C:6]2[C:7]([S:15][CH3:16])=[N:8][C:9]([CH3:14])=[CH:10][C:11]=2[S:12][CH3:13])=[O:4])[CH2:22][CH2:21]1. The catalyst class is: 47.